From a dataset of Forward reaction prediction with 1.9M reactions from USPTO patents (1976-2016). Predict the product of the given reaction. (1) Given the reactants [C:1]([O:5][C:6]([N:8]1[CH2:13][CH2:12][N:11]([C:14]2[CH:19]=[CH:18][C:17]([C:20]#[N:21])=[CH:16][C:15]=2[F:22])[CH2:10][CH2:9]1)=[O:7])([CH3:4])([CH3:3])[CH3:2].[NH2:23][OH:24].Cl.C([O-])([O-])=O.[Na+].[Na+], predict the reaction product. The product is: [C:1]([O:5][C:6]([N:8]1[CH2:13][CH2:12][N:11]([C:14]2[CH:19]=[CH:18][C:17]([C:20](=[NH:21])[NH:23][OH:24])=[CH:16][C:15]=2[F:22])[CH2:10][CH2:9]1)=[O:7])([CH3:4])([CH3:2])[CH3:3]. (2) Given the reactants [OH:1][CH:2]1[CH2:7][CH2:6][O:5][CH:4]([C:8]2[CH:9]=[C:10]([CH:15]=[CH:16][CH:17]=2)[C:11]([O:13][CH3:14])=[O:12])[CH2:3]1.CC(OI1(OC(C)=O)(OC(C)=O)OC(=O)C2C=CC=CC1=2)=O, predict the reaction product. The product is: [O:1]=[C:2]1[CH2:7][CH2:6][O:5][CH:4]([C:8]2[CH:9]=[C:10]([CH:15]=[CH:16][CH:17]=2)[C:11]([O:13][CH3:14])=[O:12])[CH2:3]1. (3) Given the reactants [I-:1].[I-:1].[I-:1].[CH3:4][N:5]([CH3:23])[C:6]1[CH:7]=[C:8]([CH2:21][CH3:22])[C:9]2[C:18]([CH:19]=1)=[S+:17][C:16]1[C:11](=[C:12]([CH3:20])[CH:13]=[CH:14][CH:15]=1)[N:10]=2.[CH3:4][N:5]([C:6]1[CH:7]=[C:8]([CH2:21][CH3:22])[C:9]2[C:18]([CH:19]=1)=[S+:17][C:16]1[C:11](=[C:12]([CH3:20])[CH:13]=[CH:14][CH:15]=1)[N:10]=2)[CH3:23].[CH3:4][N:5]([C:6]1[CH:7]=[C:8]([CH2:21][CH3:22])[C:9]2[C:18]([CH:19]=1)=[S+:17][C:16]1[C:11](=[C:12]([CH3:20])[CH:13]=[CH:14][CH:15]=1)[N:10]=2)[CH3:23].Cl.[CH:65]1([S:68]([N:71]2[CH2:76][CH2:75][NH2+:74][CH2:73][CH2:72]2)(=[O:70])=[O:69])[CH2:67][CH2:66]1.C(N(CC)CC)C, predict the reaction product. The product is: [I-:1].[CH:65]1([S:68]([N:71]2[CH2:72][CH2:73][N:74]([C:14]3[CH:13]=[C:12]([CH3:20])[C:11]4[C:16]([CH:15]=3)=[S+:17][C:18]3[C:9](=[C:8]([CH2:21][CH3:22])[CH:7]=[C:6]([N:5]([CH3:23])[CH3:4])[CH:19]=3)[N:10]=4)[CH2:75][CH2:76]2)(=[O:69])=[O:70])[CH2:67][CH2:66]1. (4) Given the reactants [NH2:1][C:2]1[C:11]2[N:10]=[CH:9][C:8]([CH2:12][CH2:13][C:14]3[CH:19]=[CH:18][C:17]([OH:20])=[CH:16][CH:15]=3)=[CH:7][C:6]=2[C:5]2[CH:21]=[CH:22][C:23]([CH3:25])=[CH:24][C:4]=2[N:3]=1.Br[CH2:27][C:28]([N:30]([CH3:32])[CH3:31])=[O:29], predict the reaction product. The product is: [NH2:1][C:2]1[C:11]2[N:10]=[CH:9][C:8]([CH2:12][CH2:13][C:14]3[CH:15]=[CH:16][C:17]([O:20][CH2:27][C:28]([N:30]([CH3:32])[CH3:31])=[O:29])=[CH:18][CH:19]=3)=[CH:7][C:6]=2[C:5]2[CH:21]=[CH:22][C:23]([CH3:25])=[CH:24][C:4]=2[N:3]=1. (5) Given the reactants Br[C:2]1[CH:7]=[C:6]([O:8][CH3:9])[CH:5]=[CH:4][C:3]=1[OH:10].[O:11]([C:13]1[CH:29]=[CH:28][CH:27]=[CH:26][C:14]=1[O:15][CH:16]([CH2:22][CH2:23][CH:24]=[CH2:25])[C:17]([O:19][CH2:20][CH3:21])=[O:18])[CH3:12].C1(C)C=CC=CC=1P(C1C=CC=CC=1C)C1C=CC=CC=1C.Cl, predict the reaction product. The product is: [OH:10][C:3]1[CH:4]=[CH:5][C:6]([O:8][CH3:9])=[CH:7][C:2]=1[CH:25]=[CH:24][CH2:23][CH2:22][CH:16]([O:15][C:14]1[CH:26]=[CH:27][CH:28]=[CH:29][C:13]=1[O:11][CH3:12])[C:17]([O:19][CH2:20][CH3:21])=[O:18]. (6) The product is: [F:15][C:16]1[CH:17]=[C:18]([CH:19]=[CH:7][C:2]2[CH:3]=[CH:4][CH:5]=[CH:6][N+:1]=2[O-:8])[CH:21]=[CH:22][CH:23]=1. Given the reactants [N+:1]1([O-:8])[C:2]([CH3:7])=[CH:3][CH:4]=[CH:5][CH:6]=1.C([O-])(C)(C)C.[K+].[F:15][C:16]1[CH:17]=[C:18]([CH:21]=[CH:22][CH:23]=1)[CH:19]=O, predict the reaction product. (7) Given the reactants [F:1][C:2]1[CH:7]=[CH:6][C:5]([C:8]2[C:12]([CH2:13]O)=[C:11]([CH3:15])[O:10][N:9]=2)=[CH:4][CH:3]=1.[C:16]1(=[O:26])[NH:20][C:19](=[O:21])[C:18]2=[CH:22][CH:23]=[CH:24][CH:25]=[C:17]12.C1(P(C2C=CC=CC=2)C2C=CC=CC=2)C=CC=CC=1.N(C(OCC)=O)=NC(OCC)=O, predict the reaction product. The product is: [F:1][C:2]1[CH:7]=[CH:6][C:5]([C:8]2[C:12]([CH2:13][N:20]3[C:16](=[O:26])[C:17]4[C:18](=[CH:22][CH:23]=[CH:24][CH:25]=4)[C:19]3=[O:21])=[C:11]([CH3:15])[O:10][N:9]=2)=[CH:4][CH:3]=1.